From a dataset of Reaction yield outcomes from USPTO patents with 853,638 reactions. Predict the reaction yield, written as a fraction of the theoretical maximum amount of product (1.0 means a 100% yield; for example, 0.34 means a 34% yield). (1) The reactants are CN(C)C=O.CS([O:10][CH2:11][CH2:12][C:13]([CH3:17])=[C:14]([F:16])[F:15])(=O)=O.[CH:18]1([C:24]2[S:25][C:26]([C:30](O)=[O:31])=[C:27]([CH3:29])[N:28]=2)[CH2:23][CH2:22][CH2:21][CH2:20][CH2:19]1.C(=O)([O-])O.[Na+]. The catalyst is O. The product is [CH:18]1([C:24]2[S:25][C:26]([C:30]([O:10][CH2:11][CH2:12][C:13]([CH3:17])=[C:14]([F:15])[F:16])=[O:31])=[C:27]([CH3:29])[N:28]=2)[CH2:19][CH2:20][CH2:21][CH2:22][CH2:23]1. The yield is 0.780. (2) The reactants are Br[C:2]1[CH:11]=[C:10]2[C:5]([N:6]=[C:7]([C:12]3[CH:17]=[CH:16][C:15]([F:18])=[C:14]([F:19])[CH:13]=3)[CH:8]=[N:9]2)=[C:4]([C:20]([NH:22][CH2:23][C:24]([O:26]CC)=[O:25])=[O:21])[C:3]=1[OH:29].[CH:30]([O:33][C:34]1[CH:39]=[CH:38][C:37](B(O)O)=[CH:36][CH:35]=1)([CH3:32])[CH3:31].C(=O)([O-])[O-].[K+].[K+].[OH-].[Na+]. The catalyst is O1CCOCC1.O.CO.C1C=CC([P]([Pd]([P](C2C=CC=CC=2)(C2C=CC=CC=2)C2C=CC=CC=2)([P](C2C=CC=CC=2)(C2C=CC=CC=2)C2C=CC=CC=2)[P](C2C=CC=CC=2)(C2C=CC=CC=2)C2C=CC=CC=2)(C2C=CC=CC=2)C2C=CC=CC=2)=CC=1. The product is [F:19][C:14]1[CH:13]=[C:12]([C:7]2[CH:8]=[N:9][C:10]3[C:5]([N:6]=2)=[C:4]([C:20]([NH:22][CH2:23][C:24]([OH:26])=[O:25])=[O:21])[C:3]([OH:29])=[C:2]([C:37]2[CH:38]=[CH:39][C:34]([O:33][CH:30]([CH3:32])[CH3:31])=[CH:35][CH:36]=2)[CH:11]=3)[CH:17]=[CH:16][C:15]=1[F:18]. The yield is 0.860.